This data is from Full USPTO retrosynthesis dataset with 1.9M reactions from patents (1976-2016). The task is: Predict the reactants needed to synthesize the given product. (1) Given the product [F:38][C:39]1[CH:40]=[C:41]([NH:54][C:55]2[CH:60]=[C:59]([OH:61])[CH:58]=[CH:57][C:56]=2[C:63]2[S:67][C:66]3[CH:68]=[C:69]([OH:72])[CH:70]=[CH:71][C:65]=3[CH:64]=2)[CH:42]=[CH:43][C:44]=1[O:45][CH2:46][CH2:47][N:48]1[CH2:53][CH2:52][CH2:51][CH2:50][CH2:49]1, predict the reactants needed to synthesize it. The reactants are: COC1C=CC(C2SC3C=C(OC)C=CC=3C=2)=C(N)C=1.BrC1C=CC(OCCN2CCCCC2)=C(F)C=1.[F:38][C:39]1[CH:40]=[C:41]([NH:54][C:55]2[CH:60]=[C:59]([O:61]C)[CH:58]=[CH:57][C:56]=2[C:63]2[S:67][C:66]3[CH:68]=[C:69]([O:72]C)[CH:70]=[CH:71][C:65]=3[CH:64]=2)[CH:42]=[CH:43][C:44]=1[O:45][CH2:46][CH2:47][N:48]1[CH2:53][CH2:52][CH2:51][CH2:50][CH2:49]1. (2) Given the product [CH3:18][O:19][C:20]([C:22]1[C:30]2[C:25](=[CH:26][C:27]([C:7]3[CH:6]=[CH:5][C:4]([OH:17])=[CH:3][C:2]=3[CH3:1])=[CH:28][CH:29]=2)[NH:24][CH:23]=1)=[O:21], predict the reactants needed to synthesize it. The reactants are: [CH3:1][C:2]1[CH:3]=[C:4]([OH:17])[CH:5]=[CH:6][C:7]=1B1OC(C)(C)C(C)(C)O1.[CH3:18][O:19][C:20]([C:22]1[C:30]2[C:25](=[CH:26][C:27](Br)=[CH:28][CH:29]=2)[NH:24][CH:23]=1)=[O:21].C(=O)([O-])[O-].[K+].[K+].Cl. (3) Given the product [CH3:8][O:7][C:5](=[O:6])[C:4]1[CH:9]=[CH:10][C:11]([N+:12]([O-:14])=[O:13])=[C:2]([O:1][CH2:21][C:22]2[CH:27]=[CH:26][CH:25]=[CH:24][CH:23]=2)[CH:3]=1, predict the reactants needed to synthesize it. The reactants are: [OH:1][C:2]1[CH:3]=[C:4]([CH:9]=[CH:10][C:11]=1[N+:12]([O-:14])=[O:13])[C:5]([O:7][CH3:8])=[O:6].C(=O)([O-])[O-].[Cs+].[Cs+].[CH2:21](Br)[C:22]1[CH:27]=[CH:26][CH:25]=[CH:24][CH:23]=1.